This data is from Forward reaction prediction with 1.9M reactions from USPTO patents (1976-2016). The task is: Predict the product of the given reaction. (1) Given the reactants [BH4-].[Na+].[CH3:3][O:4][C:5]([C:7]1[S:8][C:9]([CH2:12][CH2:13][CH2:14][C@H:15]2[C@H:19]([Cl:20])[CH2:18][C@@H:17]([O:21][CH:22]3[CH2:27][CH2:26][CH2:25][CH2:24][O:23]3)[C@@H:16]2/[CH:28]=[CH:29]/[C:30](=[O:36])[CH2:31][CH2:32][CH2:33][CH2:34][CH3:35])=[CH:10][CH:11]=1)=[O:6], predict the reaction product. The product is: [CH3:3][O:4][C:5]([C:7]1[S:8][C:9]([CH2:12][CH2:13][CH2:14][C@H:15]2[C@H:19]([Cl:20])[CH2:18][C@@H:17]([O:21][CH:22]3[CH2:27][CH2:26][CH2:25][CH2:24][O:23]3)[C@@H:16]2/[CH:28]=[CH:29]/[CH:30]([OH:36])[CH2:31][CH2:32][CH2:33][CH2:34][CH3:35])=[CH:10][CH:11]=1)=[O:6]. (2) Given the reactants I[C:2]1[CH:7]=[CH:6][C:5]([CH2:8][CH2:9][C:10]([O:12][CH3:13])=[O:11])=[CH:4][CH:3]=1.[C:14]([C:16]1[CH:21]=[CH:20][CH:19]=[C:18]([C:22]#[CH:23])[CH:17]=1)#[CH:15], predict the reaction product. The product is: [C:14]([C:16]1[CH:17]=[C:18]([C:22]#[C:23][C:2]2[CH:7]=[CH:6][C:5]([CH2:8][CH2:9][C:10]([O:12][CH3:13])=[O:11])=[CH:4][CH:3]=2)[CH:19]=[CH:20][CH:21]=1)#[CH:15]. (3) Given the reactants COC(OC)C1C=CC(I)=CC=1.C(=O)([O-])[O-].[Cs+].[Cs+].N1CCOCC1.C[O:26][CH:27](OC)[C:28]1[CH:33]=[CH:32][C:31]([N:34]2[CH2:39][CH2:38][O:37][CH2:36][CH2:35]2)=[CH:30][CH:29]=1.Cl.CCOCC.C(=O)(O)[O-].[Na+], predict the reaction product. The product is: [N:34]1([C:31]2[CH:30]=[CH:29][C:28]([CH:27]=[O:26])=[CH:33][CH:32]=2)[CH2:39][CH2:38][O:37][CH2:36][CH2:35]1. (4) Given the reactants O[Li].O.O.C([O:7][C:8]([C:10]1([CH2:14][CH2:15][CH2:16][CH2:17][C:18](=[O:32])[CH2:19][CH2:20][CH2:21][CH2:22][C:23]2([C:27]([O:29]CC)=[O:28])[CH2:26][CH2:25][CH2:24]2)[CH2:13][CH2:12][CH2:11]1)=[O:9])C, predict the reaction product. The product is: [C:27]([C:23]1([CH2:22][CH2:21][CH2:20][CH2:19][C:18](=[O:32])[CH2:17][CH2:16][CH2:15][CH2:14][C:10]2([C:8]([OH:9])=[O:7])[CH2:11][CH2:12][CH2:13]2)[CH2:26][CH2:25][CH2:24]1)([OH:29])=[O:28]. (5) Given the reactants [O:1]=[C:2]1[C:6]2([CH2:11][CH2:10][NH:9][CH2:8][CH2:7]2)[N:5]([C:12]2[CH:17]=[CH:16][CH:15]=[CH:14][CH:13]=2)[CH2:4][N:3]1[CH2:18][C:19]1[CH:20]=[C:21]([CH:29]=[CH:30][CH:31]=1)[C:22]([O:24][C:25]([CH3:28])([CH3:27])[CH3:26])=[O:23].C(=O)([O-])[O-].[K+].[K+].I[CH2:39][CH2:40][CH2:41][N:42]1[C:46]2[CH:47]=[CH:48][CH:49]=[CH:50][C:45]=2[NH:44][C:43]1=[O:51], predict the reaction product. The product is: [O:1]=[C:2]1[C:6]2([CH2:11][CH2:10][N:9]([CH2:39][CH2:40][CH2:41][N:42]3[C:46]4[CH:47]=[CH:48][CH:49]=[CH:50][C:45]=4[NH:44][C:43]3=[O:51])[CH2:8][CH2:7]2)[N:5]([C:12]2[CH:13]=[CH:14][CH:15]=[CH:16][CH:17]=2)[CH2:4][N:3]1[CH2:18][C:19]1[CH:20]=[C:21]([CH:29]=[CH:30][CH:31]=1)[C:22]([O:24][C:25]([CH3:28])([CH3:26])[CH3:27])=[O:23]. (6) Given the reactants [CH2:1]([N:8]1[CH2:12][CH2:11][CH2:10][C@H:9]1[CH2:13][N:14](C(OC(C)(C)C)=O)[S:15]([N:18]1[C:23]2([CH2:25][CH2:24]2)[CH2:22][N:21]([C:26]2[C:27]3[CH:34]=[CH:33][N:32](C(OC(C)(C)C)=O)[C:28]=3[N:29]=[CH:30][N:31]=2)[CH2:20][CH2:19]1)(=[O:17])=[O:16])[C:2]1[CH:7]=[CH:6][CH:5]=[CH:4][CH:3]=1.C(O)(C(F)(F)F)=O, predict the reaction product. The product is: [CH2:1]([N:8]1[CH2:12][CH2:11][CH2:10][C@H:9]1[CH2:13][NH:14][S:15]([N:18]1[C:23]2([CH2:24][CH2:25]2)[CH2:22][N:21]([C:26]2[C:27]3[CH:34]=[CH:33][NH:32][C:28]=3[N:29]=[CH:30][N:31]=2)[CH2:20][CH2:19]1)(=[O:17])=[O:16])[C:2]1[CH:7]=[CH:6][CH:5]=[CH:4][CH:3]=1.